This data is from Full USPTO retrosynthesis dataset with 1.9M reactions from patents (1976-2016). The task is: Predict the reactants needed to synthesize the given product. (1) Given the product [O:10]1[C:14]2[CH:15]=[CH:16][CH:17]=[CH:18][C:13]=2[CH:12]=[C:11]1[C:3]1[C:2]([NH2:1])=[N:7][CH:6]=[C:5]([Br:8])[N:4]=1, predict the reactants needed to synthesize it. The reactants are: [NH2:1][C:2]1[C:3](Br)=[N:4][C:5]([Br:8])=[CH:6][N:7]=1.[O:10]1[C:14]2[CH:15]=[CH:16][CH:17]=[CH:18][C:13]=2[CH:12]=[C:11]1B(O)O.C([O-])(O)=O.[Na+].C(Cl)Cl. (2) The reactants are: [Br:1][C:2]1[CH:7]=[CH:6][C:5]([C:8]2[O:12][N:11]=[C:10]([CH3:13])[C:9]=2[CH:14]=[O:15])=[CH:4][CH:3]=1.[CH2:16]([Mg]Br)[CH2:17][CH:18]=[CH2:19]. Given the product [Br:1][C:2]1[CH:3]=[CH:4][C:5]([C:8]2[O:12][N:11]=[C:10]([CH3:13])[C:9]=2[CH:14]([OH:15])[CH2:19][CH2:18][CH:17]=[CH2:16])=[CH:6][CH:7]=1, predict the reactants needed to synthesize it. (3) Given the product [C:1]1([CH:7]([C:11]2[CH:16]=[CH:15][C:14]([F:17])=[CH:13][CH:12]=2)[CH2:8][CH2:9][Br:19])[CH:6]=[CH:5][CH:4]=[CH:3][CH:2]=1.[CH3:3][CH2:2][CH2:1][CH:7]([CH3:11])[CH3:8], predict the reactants needed to synthesize it. The reactants are: [C:1]1([CH:7]([C:11]2[CH:16]=[CH:15][C:14]([F:17])=[CH:13][CH:12]=2)[CH2:8][CH2:9]O)[CH:6]=[CH:5][CH:4]=[CH:3][CH:2]=1.C(Br)(Br)(Br)[Br:19].C1(P(C2C=CC=CC=2)C2C=CC=CC=2)C=CC=CC=1. (4) The reactants are: [Br:1][C:2]1[CH:30]=[CH:29][C:28]([F:31])=[CH:27][C:3]=1[O:4][CH:5]1[CH2:10][CH2:9][N:8]([C:11]2[N:15]=[C:14]([C:16]3[CH:20]=[CH:19][N:18]([CH2:21][C:22]([O:24]CC)=[O:23])[CH:17]=3)[O:13][N:12]=2)[CH2:7][CH2:6]1.[OH-].[Na+]. Given the product [Br:1][C:2]1[CH:30]=[CH:29][C:28]([F:31])=[CH:27][C:3]=1[O:4][CH:5]1[CH2:10][CH2:9][N:8]([C:11]2[N:15]=[C:14]([C:16]3[CH:20]=[CH:19][N:18]([CH2:21][C:22]([OH:24])=[O:23])[CH:17]=3)[O:13][N:12]=2)[CH2:7][CH2:6]1, predict the reactants needed to synthesize it. (5) The reactants are: [CH2:1]([C:3]1[CH:8]=[C:7]([C:9]2[N:13]=[C:12]([C:14]3[CH:19]=[C:18]([CH3:20])[C:17]([CH2:21][CH:22]([CH3:24])[CH3:23])=[CH:16][N:15]=3)[O:11][N:10]=2)[CH:6]=[C:5]([CH3:25])[C:4]=1[OH:26])[CH3:2].[CH2:27]([C@@H:29]1[O:31][CH2:30]1)Cl. Given the product [CH2:1]([C:3]1[CH:8]=[C:7]([C:9]2[N:13]=[C:12]([C:14]3[CH:19]=[C:18]([CH3:20])[C:17]([CH2:21][CH:22]([CH3:23])[CH3:24])=[CH:16][N:15]=3)[O:11][N:10]=2)[CH:6]=[C:5]([CH3:25])[C:4]=1[O:26][CH2:27][C@@H:29]1[CH2:30][O:31]1)[CH3:2], predict the reactants needed to synthesize it. (6) The reactants are: C([O-])(=O)C.[Na+].[CH3:6][O:7][CH:8]([O:19][CH3:20])[C:9]1[NH:13][N:12]=[C:11]([C:14]2[S:15][CH:16]=[CH:17][N:18]=2)[CH:10]=1.[Br:21]Br.[Na]. Given the product [Br:21][C:10]1[C:11]([C:14]2[S:15][CH:16]=[CH:17][N:18]=2)=[N:12][NH:13][C:9]=1[CH:8]([O:7][CH3:6])[O:19][CH3:20], predict the reactants needed to synthesize it. (7) Given the product [CH3:8][O:7][C:1]1[CH:6]=[CH:5][C:4]([C:9](=[O:14])[CH2:10][CH:11]([CH3:13])[CH3:12])=[CH:3][CH:2]=1, predict the reactants needed to synthesize it. The reactants are: [C:1]1([O:7][CH3:8])[CH:6]=[CH:5][CH:4]=[CH:3][CH:2]=1.[C:9](Cl)(=[O:14])[CH2:10][CH:11]([CH3:13])[CH3:12]. (8) Given the product [OH:26][C:13]1[CH:12]=[C:11]2[C:16](=[CH:15][C:14]=1[N:18]1[CH2:19][C:20](=[O:25])[NH:21][S:22]1(=[O:24])=[O:23])[CH:17]=[C:8](/[CH:5]=[CH:4]/[CH2:3][CH2:2][C:1]#[N:6])[CH:9]=[CH:10]2, predict the reactants needed to synthesize it. The reactants are: [C:1](#[N:6])[CH2:2][CH2:3][C:4]#[CH:5].Br[C:8]1[CH:17]=[C:16]2[C:11]([CH:12]=[C:13]([OH:26])[C:14]([N:18]3[S:22](=[O:24])(=[O:23])[NH:21][C:20](=[O:25])[CH2:19]3)=[CH:15]2)=[CH:10][CH:9]=1. (9) Given the product [Cl:14][C:11]1[NH:10][C:9]2[C:8](=[O:15])[N:7]([CH2:16][CH2:17][CH2:18][C:19]3[CH:24]=[CH:23][CH:22]=[CH:21][CH:20]=3)[C:6](=[O:25])[N:5]([CH3:1])[C:13]=2[N:12]=1, predict the reactants needed to synthesize it. The reactants are: [CH2:1]([N:5]1[C:13]2[N:12]=[C:11]([Cl:14])[NH:10][C:9]=2[C:8](=[O:15])[N:7]([CH2:16][CH2:17][CH2:18][C:19]2[CH:24]=[CH:23][CH:22]=[CH:21][CH:20]=2)[C:6]1=[O:25])CCC.CN1C2N=CNC=2C(=O)N(CCCC2C=CC=CC=2)C1=O.C1C(=O)N(Cl)C(=O)C1. (10) Given the product [CH3:3][C:2]([CH3:23])([O:4][C:5]([NH:7][C@@H:8]([C:12]12[CH2:19][CH:18]3[CH2:17][CH:16]([CH2:15][C:14]([OH:22])([CH2:20]3)[CH2:13]1)[CH2:21]2)[C:9]([N:40]1[C@H:41]([C:45]([NH2:47])=[O:46])[CH2:42][C@H:43]2[C@@H:39]1[CH2:44]2)=[O:10])=[O:6])[CH3:1], predict the reactants needed to synthesize it. The reactants are: [CH3:1][C:2]([CH3:23])([O:4][C:5]([NH:7][C@@H:8]([C:12]12[CH2:21][CH:16]3[CH2:17][CH:18]([CH2:20][C:14]([OH:22])([CH2:15]3)[CH2:13]1)[CH2:19]2)[C:9](O)=[O:10])=[O:6])[CH3:3].CS(Cl)(=O)=O.C(N(C(C)C)CC)(C)C.Cl.[C@H:39]12[CH2:44][C@H:43]1[CH2:42][C@@H:41]([C:45]([NH2:47])=[O:46])[NH:40]2.OC1C2N=NNC=2C=CC=1.